From a dataset of Full USPTO retrosynthesis dataset with 1.9M reactions from patents (1976-2016). Predict the reactants needed to synthesize the given product. (1) Given the product [Br:30][C:27]1[CH:28]=[CH:29][C:24]([CH2:23][CH2:22][CH2:21][O:15][C:10]2[CH:11]=[C:12]3[C:7](=[CH:8][CH:9]=2)[CH2:6][N:5]([S:2]([CH3:1])(=[O:4])=[O:3])[CH2:14][CH2:13]3)=[CH:25][CH:26]=1, predict the reactants needed to synthesize it. The reactants are: [CH3:1][S:2]([N:5]1[CH2:14][CH2:13][C:12]2[C:7](=[CH:8][CH:9]=[C:10]([OH:15])[CH:11]=2)[CH2:6]1)(=[O:4])=[O:3].CS(O[CH2:21][CH2:22][CH2:23][C:24]1[CH:29]=[CH:28][C:27]([Br:30])=[CH:26][CH:25]=1)(=O)=O.C([O-])([O-])=O.[Cs+].[Cs+]. (2) The reactants are: C(OC(=O)[NH:7][C:8]1[CH:13]=[CH:12][C:11]([S:14][C:15]2[CH:20]=[CH:19][C:18]([C:21](=[O:30])[NH:22][C:23]3[CH:28]=[CH:27][C:26]([Br:29])=[CH:25][CH:24]=3)=[CH:17][C:16]=2[NH:31][C:32]2[C:33]3[CH:41]=[CH:40][C:39]([CH:42]([CH3:44])[CH3:43])=[N:38][C:34]=3[N:35]=[CH:36][N:37]=2)=[CH:10][CH:9]=1)(C)(C)C.FC(F)(F)C(O)=O. Given the product [NH2:7][C:8]1[CH:13]=[CH:12][C:11]([S:14][C:15]2[CH:20]=[CH:19][C:18]([C:21]([NH:22][C:23]3[CH:24]=[CH:25][C:26]([Br:29])=[CH:27][CH:28]=3)=[O:30])=[CH:17][C:16]=2[NH:31][C:32]2[C:33]3[CH:41]=[CH:40][C:39]([CH:42]([CH3:44])[CH3:43])=[N:38][C:34]=3[N:35]=[CH:36][N:37]=2)=[CH:10][CH:9]=1, predict the reactants needed to synthesize it. (3) Given the product [CH3:1][CH:2]1[CH2:9][C@H:8]2[C@H:4]([CH2:5][N:6]([C:36]([C:31]3[C:30]([C:26]4[CH:27]=[CH:28][CH:29]=[C:24]([CH3:23])[CH:25]=4)=[CH:35][CH:34]=[CH:33][CH:32]=3)=[O:37])[C@@H:7]2[CH2:10][NH:11][C:12]([C:14]2[N:21]3[C:17]([S:18][CH:19]=[CH:20]3)=[N:16][C:15]=2[CH3:22])=[O:13])[CH2:3]1, predict the reactants needed to synthesize it. The reactants are: [CH3:1][CH:2]1[CH2:9][C@H:8]2[C@H:4]([CH2:5][NH:6][C@@H:7]2[CH2:10][NH:11][C:12]([C:14]2[N:21]3[C:17]([S:18][CH:19]=[CH:20]3)=[N:16][C:15]=2[CH3:22])=[O:13])[CH2:3]1.[CH3:23][C:24]1[CH:25]=[C:26]([C:30]2[C:31]([C:36](O)=[O:37])=[CH:32][CH:33]=[CH:34][CH:35]=2)[CH:27]=[CH:28][CH:29]=1. (4) The reactants are: [CH2:1]([C:5]1[CH:10]=[CH:9][C:8]([C:11]2[O:15][N:14]=[C:13]3[C:16]4[C:21]([CH2:22][CH2:23][C:12]=23)=[CH:20][C:19]([CH:24]=C)=[CH:18][CH:17]=4)=[CH:7][C:6]=1[C:26]([F:29])([F:28])[F:27])[CH:2]([CH3:4])[CH3:3].C[N+]1([O-])CC[O:34]CC1.I([O-])(=O)(=O)=O.[Na+]. Given the product [CH2:1]([C:5]1[CH:10]=[CH:9][C:8]([C:11]2[O:15][N:14]=[C:13]3[C:16]4[C:21]([CH2:22][CH2:23][C:12]=23)=[CH:20][C:19]([CH:24]=[O:34])=[CH:18][CH:17]=4)=[CH:7][C:6]=1[C:26]([F:29])([F:28])[F:27])[CH:2]([CH3:4])[CH3:3], predict the reactants needed to synthesize it. (5) Given the product [OH:59][CH2:58][C@@H:42]1[C@@H:43]([OH:54])[C@H:44]([OH:50])[C@H:45]([OH:46])[C@@H:40]([N:38]2[CH:39]=[C:35]([C:32]3[CH:33]=[CH:34][C:29]([C:27]4[N:26]=[N:25][N:24]([C@@H:8]5[C@@H:9]([OH:20])[C@@H:10]([OH:16])[C@H:11]([OH:12])[C@@H:6]([CH2:5][OH:4])[O:7]5)[CH:28]=4)=[CH:30][CH:31]=3)[N:36]=[N:37]2)[O:41]1, predict the reactants needed to synthesize it. The reactants are: C([O:4][CH2:5][C@@H:6]1[C@@H:11]([O:12]C(=O)C)[C@H:10]([O:16]C(=O)C)[C@H:9]([O:20]C(=O)C)[C@@H:8]([N:24]2[CH:28]=[C:27]([C:29]3[CH:34]=[CH:33][C:32]([C:35]4[N:36]=[N:37][N:38]([C@@H:40]5[C@@H:45]([O:46]C(=O)C)[C@@H:44]([O:50]C(=O)C)[C@H:43]([O:54]C(=O)C)[C@@H:42]([CH2:58][O:59]C(=O)C)[O:41]5)[CH:39]=4)=[CH:31][CH:30]=3)[N:26]=[N:25]2)[O:7]1)(=O)C.CO[Na].C(O)(=O)C. (6) Given the product [CH2:17]([C:14]1[N:13]=[N:12][C:11]([NH:10][CH2:9][C:8]([C:5]2[CH:6]=[CH:7][C:2]([F:1])=[CH:3][CH:4]=2)([CH3:20])[CH3:19])=[CH:16][CH:15]=1)[CH3:18], predict the reactants needed to synthesize it. The reactants are: [F:1][C:2]1[CH:7]=[CH:6][C:5]([C:8]([CH3:20])([CH3:19])[CH2:9][NH:10][C:11]2[N:12]=[N:13][C:14]([CH:17]=[CH2:18])=[CH:15][CH:16]=2)=[CH:4][CH:3]=1.[H][H].